This data is from Peptide-MHC class I binding affinity with 185,985 pairs from IEDB/IMGT. The task is: Regression. Given a peptide amino acid sequence and an MHC pseudo amino acid sequence, predict their binding affinity value. This is MHC class I binding data. (1) The peptide sequence is KQPQNGQFI. The MHC is H-2-Db with pseudo-sequence H-2-Db. The binding affinity (normalized) is 0.221. (2) The peptide sequence is YNVKYPNL. The MHC is H-2-Db with pseudo-sequence H-2-Db. The binding affinity (normalized) is 0. (3) The peptide sequence is YFMYRGLLGL. The MHC is H-2-Kd with pseudo-sequence H-2-Kd. The binding affinity (normalized) is 0.